From a dataset of Forward reaction prediction with 1.9M reactions from USPTO patents (1976-2016). Predict the product of the given reaction. (1) Given the reactants C(OC(=O)[NH:7][C:8]1([C:13]([CH:15]2[CH2:17][CH2:16]2)=[O:14])[CH2:12][CH2:11][CH2:10][CH2:9]1)(C)(C)C.CO.[ClH:21], predict the reaction product. The product is: [ClH:21].[NH2:7][C:8]1([C:13]([CH:15]2[CH2:17][CH2:16]2)=[O:14])[CH2:12][CH2:11][CH2:10][CH2:9]1. (2) Given the reactants [Br:1][C:2]1[CH:3]=[C:4]([C:8](=O)[CH2:9][C:10]2[CH:15]=[CH:14][CH:13]=[C:12]([CH3:16])[N:11]=2)[CH:5]=[CH:6][CH:7]=1.Cl.N(O[C:22]([CH3:25])([CH3:24])[CH3:23])=O.[OH-].[Na+].C([O-])(=O)C.[NH4+:32].O.[NH3:34], predict the reaction product. The product is: [Br:1][C:2]1[CH:3]=[C:4]([C:8]2[N:32]=[C:23]([CH:22]([CH3:25])[CH3:24])[NH:34][C:9]=2[C:10]2[CH:15]=[CH:14][CH:13]=[C:12]([CH3:16])[N:11]=2)[CH:5]=[CH:6][CH:7]=1.